Predict which catalyst facilitates the given reaction. From a dataset of Catalyst prediction with 721,799 reactions and 888 catalyst types from USPTO. (1) Reactant: [C:1]12[C:10](=[O:11])[O:9][C:7](=[O:8])[C:2]=1[CH2:3][CH2:4][CH2:5][CH2:6]2.[BH4-].[Na+].Cl. Product: [OH:11][CH:10]1[C:1]2[CH2:6][CH2:5][CH2:4][CH2:3][C:2]=2[C:7](=[O:8])[O:9]1. The catalyst class is: 7. (2) Reactant: [CH3:1][N:2]([CH3:25])[CH2:3][CH2:4][O:5][C:6]1[CH:11]=[C:10]([CH3:12])[CH:9]=[CH:8][C:7]=1[NH:13][C:14]1[O:15][CH2:16][C:17](=[O:24])[C:18]=1[C:19]([O:21][CH2:22][CH3:23])=[O:20].[NH:26]1[C:34]2[C:29](=[CH:30][CH:31]=[CH:32][N:33]=2)[C:28]([CH:35]=O)=[CH:27]1.[OH-].[Na+]. Product: [NH:26]1[C:34]2=[N:33][CH:32]=[CH:31][CH:30]=[C:29]2[C:28]([CH:35]=[C:16]2[O:15][C:14]([NH:13][C:7]3[CH:8]=[CH:9][C:10]([CH3:12])=[CH:11][C:6]=3[O:5][CH2:4][CH2:3][N:2]([CH3:1])[CH3:25])=[C:18]([C:19]([O:21][CH2:22][CH3:23])=[O:20])[C:17]2=[O:24])=[CH:27]1. The catalyst class is: 361. (3) Reactant: [C:1]([O:5][C:6]([NH:8][CH2:9][C:10]([OH:12])=O)=[O:7])([CH3:4])([CH3:3])[CH3:2].C(N(CC)CC)C.ClC(OCC(C)C)=O.[CH3:28][O:29][C:30]1[C:31]([O:50][CH3:51])=[CH:32][C:33]2[CH2:34][CH:35]3[CH2:49][NH:48][CH2:47][CH2:46][N:36]3[CH:37]([C:40]3[CH:45]=[CH:44][CH:43]=[CH:42][CH:41]=3)[C:38]=2[CH:39]=1. Product: [CH3:28][O:29][C:30]1[C:31]([O:50][CH3:51])=[CH:32][C:33]2[CH2:34][CH:35]3[CH:49]([C:10](=[O:12])[CH2:9][NH:8][C:6]([O:5][C:1]([CH3:2])([CH3:3])[CH3:4])=[O:7])[NH:48][CH2:47][CH2:46][N:36]3[CH:37]([C:40]3[CH:45]=[CH:44][CH:43]=[CH:42][CH:41]=3)[C:38]=2[CH:39]=1. The catalyst class is: 595. (4) Reactant: [Na+].[CH3:2][C:3]1[C:8]2[N:9]=[C:10]([C:12]([O-:14])=O)[O:11][C:7]=2[CH:6]=[CH:5][CH:4]=1.[C:15]([O:19][C:20](=[O:42])[C@@H:21]([NH:25][S:26]([C:29]1[CH:34]=[CH:33][C:32]([C:35]2[CH:40]=[CH:39][C:38]([NH2:41])=[CH:37][CH:36]=2)=[CH:31][CH:30]=1)(=[O:28])=[O:27])[CH:22]([CH3:24])[CH3:23])([CH3:18])([CH3:17])[CH3:16].F[P-](F)(F)(F)(F)F.N1(O[P+](N(C)C)(N(C)C)N(C)C)C2C=CC=CC=2N=N1.C(N(CC)C(C)C)(C)C. Product: [C:15]([O:19][C:20](=[O:42])[C@@H:21]([NH:25][S:26]([C:29]1[CH:30]=[CH:31][C:32]([C:35]2[CH:36]=[CH:37][C:38]([NH:41][C:12]([C:10]3[O:11][C:7]4[CH:6]=[CH:5][CH:4]=[C:3]([CH3:2])[C:8]=4[N:9]=3)=[O:14])=[CH:39][CH:40]=2)=[CH:33][CH:34]=1)(=[O:28])=[O:27])[CH:22]([CH3:24])[CH3:23])([CH3:17])([CH3:18])[CH3:16]. The catalyst class is: 650. (5) Reactant: O[CH2:2][C:3]1[CH:8]=[C:7]([C:9]2[CH:10]=[C:11]([C:15]3[CH2:21][C:20](=[O:22])[NH:19][C:18]4[CH:23]=[C:24]([C:33]([F:36])([F:35])[F:34])[C:25]([O:27][CH2:28][C:29]([F:32])([F:31])[F:30])=[CH:26][C:17]=4[N:16]=3)[CH:12]=[CH:13][CH:14]=2)[CH:6]=[CH:5][N:4]=1.S(Cl)(Cl)=O.[Cl-].[NH:42]1[CH2:45][CH2:44][CH2:43]1. Product: [N:42]1([CH2:2][C:3]2[CH:8]=[C:7]([C:9]3[CH:10]=[C:11]([C:15]4[CH2:21][C:20](=[O:22])[NH:19][C:18]5[CH:23]=[C:24]([C:33]([F:36])([F:34])[F:35])[C:25]([O:27][CH2:28][C:29]([F:30])([F:31])[F:32])=[CH:26][C:17]=5[N:16]=4)[CH:12]=[CH:13][CH:14]=3)[CH:6]=[CH:5][N:4]=2)[CH2:45][CH2:44][CH2:43]1. The catalyst class is: 59.